From a dataset of Catalyst prediction with 721,799 reactions and 888 catalyst types from USPTO. Predict which catalyst facilitates the given reaction. (1) Reactant: [F:1][C:2]1[CH:3]=[C:4]([CH:6]=[CH:7][C:8]=1[O:9][C:10]1[CH:15]=[CH:14][N:13]=[C:12]2[CH:16]=[C:17](I)[S:18][C:11]=12)[NH2:5].CC1(C)C(C)(C)OB([C:28]2[CH2:33][CH2:32][N:31]([C:34]([O:36][C:37]([CH3:40])([CH3:39])[CH3:38])=[O:35])[CH2:30][CH:29]=2)O1.C([O-])([O-])=O.[Na+].[Na+]. Product: [NH2:5][C:4]1[CH:6]=[CH:7][C:8]([O:9][C:10]2[CH:15]=[CH:14][N:13]=[C:12]3[CH:16]=[C:17]([C:28]4[CH2:33][CH2:32][N:31]([C:34]([O:36][C:37]([CH3:40])([CH3:39])[CH3:38])=[O:35])[CH2:30][CH:29]=4)[S:18][C:11]=23)=[C:2]([F:1])[CH:3]=1. The catalyst class is: 276. (2) Reactant: [Br:1][CH:2]1[CH2:7][CH2:6][CH:5]([C:8]([O:10][CH3:11])=[O:9])[CH2:4][CH:3]1[OH:12].N1C=CC=CC=1.[C:19](Cl)(=[O:27])[O:20][C:21]1[CH:26]=[CH:25][CH:24]=[CH:23][CH:22]=1. Product: [Br:1][CH:2]1[CH2:7][CH2:6][CH:5]([C:8]([O:10][CH3:11])=[O:9])[CH2:4][CH:3]1[O:12][C:19]([O:20][C:21]1[CH:26]=[CH:25][CH:24]=[CH:23][CH:22]=1)=[O:27]. The catalyst class is: 4.